From a dataset of Forward reaction prediction with 1.9M reactions from USPTO patents (1976-2016). Predict the product of the given reaction. (1) Given the reactants [CH2:1]([O:8][C:9]1[C:14]([CH2:15][N:16]2[CH2:25][CH2:24][C:23]3[C:18](=[C:19]([Cl:28])[C:20](Br)=[CH:21][C:22]=3[Cl:26])[C:17]2=[O:29])=[C:13]([CH3:30])[CH:12]=[C:11]([CH3:31])[N:10]=1)[C:2]1[CH:7]=[CH:6][CH:5]=[CH:4][CH:3]=1.[CH3:32][N:33]1[C:37]([Sn](CCCC)(CCCC)CCCC)=[C:36]([CH3:51])[N:35]=[N:34]1, predict the reaction product. The product is: [CH2:1]([O:8][C:9]1[C:14]([CH2:15][N:16]2[CH2:25][CH2:24][C:23]3[C:18](=[C:19]([Cl:28])[C:20]([C:37]4[N:33]([CH3:32])[N:34]=[N:35][C:36]=4[CH3:51])=[CH:21][C:22]=3[Cl:26])[C:17]2=[O:29])=[C:13]([CH3:30])[CH:12]=[C:11]([CH3:31])[N:10]=1)[C:2]1[CH:7]=[CH:6][CH:5]=[CH:4][CH:3]=1. (2) Given the reactants [CH2:1]1[CH2:6][C@H:5]([C:7]([OH:9])=[O:8])[CH2:4][CH2:3][C@H:2]1[CH2:10][NH2:11].[CH3:12][CH:13]([CH3:33])[CH2:14][C:15]([O:17][CH:18]([O:22][C:23](ON1C(=O)CCC1=O)=[O:24])[CH2:19][CH2:20][CH3:21])=[O:16], predict the reaction product. The product is: [CH3:33][CH:13]([CH3:12])[CH2:14][C:15]([O:17][CH:18]([O:22][C:23]([NH:11][CH2:10][C@H:2]1[CH2:3][CH2:4][C@H:5]([C:7]([OH:9])=[O:8])[CH2:6][CH2:1]1)=[O:24])[CH2:19][CH2:20][CH3:21])=[O:16]. (3) Given the reactants [CH3:1][S:2]([OH:5])(=[O:4])=[O:3].[Si]([O:13][CH2:14][CH2:15][N:16]([C:43]#[N:44])[C:17]1[CH:42]=[CH:41][C:20]([CH2:21][N:22]2[C:30](=[O:31])[C:29]3[C:24](=[CH:25][CH:26]=[CH:27][C:28]=3[NH:32][C:33]([C:35]3[S:36][C:37]([Cl:40])=[CH:38][CH:39]=3)=[O:34])[CH2:23]2)=[CH:19][CH:18]=1)(C(C)(C)C)(C)C, predict the reaction product. The product is: [CH3:1][S:2]([OH:5])(=[O:4])=[O:3].[Cl:40][C:37]1[S:36][C:35]([C:33]([NH:32][C:28]2[CH:27]=[CH:26][CH:25]=[C:24]3[C:29]=2[C:30](=[O:31])[N:22]([CH2:21][C:20]2[CH:19]=[CH:18][C:17]([N:16]4[CH2:15][CH2:14][O:13][C:43]4=[NH:44])=[CH:42][CH:41]=2)[CH2:23]3)=[O:34])=[CH:39][CH:38]=1. (4) Given the reactants [Cl:1][C:2]1[C:3]([O:9][C:10]2[CH:15]=[C:14]([O:16][CH2:17][CH2:18][O:19][CH3:20])[CH:13]=[CH:12][C:11]=2/[CH:21]=[CH:22]/[C:23]([NH:25][S:26]([CH2:29][CH2:30][CH2:31][CH2:32][CH3:33])(=[O:28])=[O:27])=[O:24])=[N:4][CH:5]=[C:6]([Cl:8])[CH:7]=1, predict the reaction product. The product is: [Cl:1][C:2]1[C:3]([O:9][C:10]2[CH:15]=[C:14]([O:16][CH2:17][CH2:18][O:19][CH3:20])[CH:13]=[CH:12][C:11]=2[CH2:21][CH2:22][C:23]([NH:25][S:26]([CH2:29][CH2:30][CH2:31][CH2:32][CH3:33])(=[O:28])=[O:27])=[O:24])=[N:4][CH:5]=[C:6]([Cl:8])[CH:7]=1. (5) Given the reactants [Cl:1][C:2]1[N:3]=[C:4]([Cl:11])[C:5]2[CH:10]=[CH:9][NH:8][C:6]=2[N:7]=1.[Br:12]Br.CCOC(C)=O.[O-]S([O-])=O.[Na+].[Na+], predict the reaction product. The product is: [Br:12][C:10]1[C:5]2[C:4]([Cl:11])=[N:3][C:2]([Cl:1])=[N:7][C:6]=2[NH:8][CH:9]=1.